Predict which catalyst facilitates the given reaction. From a dataset of Catalyst prediction with 721,799 reactions and 888 catalyst types from USPTO. (1) Reactant: [NH:1]1[CH:5]=[CH:4][N:3]=[C:2]1[C:6]1[C:14]2[C:9](=[CH:10][CH:11]=[CH:12][CH:13]=2)[N:8]([S:15]([C:18]2[CH:23]=[CH:22][CH:21]=[CH:20][CH:19]=2)(=[O:17])=[O:16])[CH:7]=1.[H-].[Na+].[C:26]1([S:32](Cl)(=[O:34])=[O:33])[CH:31]=[CH:30][CH:29]=[CH:28][CH:27]=1. Product: [C:18]1([S:15]([N:8]2[C:9]3[C:14](=[CH:13][CH:12]=[CH:11][CH:10]=3)[C:6]([C:2]3[N:3]([S:32]([C:26]4[CH:31]=[CH:30][CH:29]=[CH:28][CH:27]=4)(=[O:34])=[O:33])[CH:4]=[CH:5][N:1]=3)=[CH:7]2)(=[O:17])=[O:16])[CH:23]=[CH:22][CH:21]=[CH:20][CH:19]=1. The catalyst class is: 1. (2) Reactant: Cl[C:2]1[N:7]=[C:6]([C:8]2[S:12][C:11]([C:13]([CH3:16])([CH3:15])[CH3:14])=[N:10][C:9]=2[C:17]2[CH:18]=[C:19]([NH:23][S:24]([C:27]3[CH:32]=[C:31]([F:33])[CH:30]=[CH:29][C:28]=3[F:34])(=[O:26])=[O:25])[CH:20]=[CH:21][CH:22]=2)[CH:5]=[CH:4][N:3]=1.[CH2:35]([NH2:39])[CH:36]([CH3:38])[CH3:37]. Product: [CH3:14][C:13]([C:11]1[S:12][C:8]([C:6]2[CH:5]=[CH:4][N:3]=[C:2]([NH:39][CH2:35][CH:36]([CH3:38])[CH3:37])[N:7]=2)=[C:9]([C:17]2[CH:18]=[C:19]([NH:23][S:24]([C:27]3[CH:32]=[C:31]([F:33])[CH:30]=[CH:29][C:28]=3[F:34])(=[O:26])=[O:25])[CH:20]=[CH:21][CH:22]=2)[N:10]=1)([CH3:16])[CH3:15]. The catalyst class is: 2. (3) Reactant: [BH4-].[Na+].[CH2:3]([O:5][C:6](=[O:21])[NH:7][C@H:8]1[C:17](=O)[C:16]2[C:11](=[C:12]([F:20])[CH:13]=[C:14]([F:19])[CH:15]=2)[O:10][CH2:9]1)[CH3:4].CO.C1COCC1. Product: [CH2:3]([O:5][C:6](=[O:21])[NH:7][C@@H:8]1[CH2:17][C:16]2[C:11](=[C:12]([F:20])[CH:13]=[C:14]([F:19])[CH:15]=2)[O:10][CH2:9]1)[CH3:4]. The catalyst class is: 6. (4) Reactant: [CH3:1][C:2]1[CH:11]=[CH:10][C:9]2[C:4](=[CH:5][CH:6]=[CH:7][C:8]=2[N:12]2[CH2:17][CH2:16][N:15](C(OC(C)(C)C)=O)[CH2:14][CH2:13]2)[N:3]=1.FC(F)(F)C(O)=O. Product: [CH3:1][C:2]1[CH:11]=[CH:10][C:9]2[C:4](=[CH:5][CH:6]=[CH:7][C:8]=2[N:12]2[CH2:17][CH2:16][NH:15][CH2:14][CH2:13]2)[N:3]=1. The catalyst class is: 2.